Dataset: Forward reaction prediction with 1.9M reactions from USPTO patents (1976-2016). Task: Predict the product of the given reaction. (1) Given the reactants [CH3:1][O:2][CH2:3][CH2:4][O:5][CH2:6][CH2:7][O:8][CH2:9][CH2:10][O:11][CH2:12][C:13]([OH:15])=[O:14].[OH-].C([N+](CCCC)(CCCC)CCCC)CCC.Cl[CH:35]([O:37][C:38](=[O:64])[N:39]([C:48]1[CH:53]=[CH:52][C:51]([C:54](=[O:62])[C:55]2[CH:60]=[CH:59][CH:58]=[CH:57][C:56]=2[CH3:61])=[C:50]([Cl:63])[CH:49]=1)[C:40]1[CH:45]=[CH:44][C:43]([F:46])=[CH:42][C:41]=1[CH3:47])[CH3:36].O, predict the reaction product. The product is: [Cl:63][C:50]1[CH:49]=[C:48]([N:39]([C:40]2[CH:45]=[CH:44][C:43]([F:46])=[CH:42][C:41]=2[CH3:47])[C:38]([O:37][CH:35]([O:14][C:13](=[O:15])[CH2:12][O:11][CH2:10][CH2:9][O:8][CH2:7][CH2:6][O:5][CH2:4][CH2:3][O:2][CH3:1])[CH3:36])=[O:64])[CH:53]=[CH:52][C:51]=1[C:54](=[O:62])[C:55]1[CH:60]=[CH:59][CH:58]=[CH:57][C:56]=1[CH3:61]. (2) Given the reactants [C:1]([C:3]1[CH:8]=[CH:7][C:6]([CH:9]([O:34]C(=O)C)[C:10]2[N:11]=[CH:12][N:13](C(C3C=CC=CC=3)(C3C=CC=CC=3)C3C=CC=CC=3)[CH:14]=2)=[CH:5][C:4]=1[F:38])#[N:2].[OH-].[Na+].[CH2:41]1COCC1, predict the reaction product. The product is: [F:38][C:4]1[CH:5]=[C:6]([CH:9]([OH:34])[C:10]2[N:11]([CH3:41])[CH:12]=[N:13][CH:14]=2)[CH:7]=[CH:8][C:3]=1[C:1]#[N:2]. (3) Given the reactants [Cl:1][C:2]1[CH:7]=[C:6]([N+:8]([O-])=O)[CH:5]=[CH:4][C:3]=1[C:11]([C:19]1[CH:24]=[CH:23][C:22]([Cl:25])=[CH:21][CH:20]=1)([C:13]1[N:14]([CH3:18])[CH:15]=[CH:16][N:17]=1)O.Cl[Sn]Cl.[NH4+].[OH-], predict the reaction product. The product is: [Cl:1][C:2]1[CH:7]=[C:6]([NH2:8])[CH:5]=[CH:4][C:3]=1[CH:11]([C:19]1[CH:24]=[CH:23][C:22]([Cl:25])=[CH:21][CH:20]=1)[C:13]1[N:14]([CH3:18])[CH:15]=[CH:16][N:17]=1. (4) The product is: [O:8]([C:4]1[CH:3]=[C:2]([CH:7]=[CH:6][CH:5]=1)[O:40][C:35]1[CH:36]=[CH:37][CH:38]=[CH:39][C:34]=1[C:31]1[CH:32]=[CH:33][C:28]([N:26]2[C:25]3[CH:24]=[CH:23][CH:22]=[CH:21][C:20]=3[C:19]3[C:27]2=[CH:15][CH:16]=[CH:17][CH:18]=3)=[CH:29][CH:30]=1)[C:9]1[CH:10]=[CH:11][CH:12]=[CH:13][CH:14]=1. Given the reactants Br[C:2]1[CH:7]=[CH:6][CH:5]=[C:4]([O:8][C:9]2[CH:14]=[CH:13][CH:12]=[CH:11][CH:10]=2)[CH:3]=1.[CH:15]1[C:27]2[N:26]([C:28]3[CH:33]=[CH:32][C:31]([C:34]4[C:35]([OH:40])=[CH:36][CH:37]=[CH:38][CH:39]=4)=[CH:30][CH:29]=3)[C:25]3[C:20](=[CH:21][CH:22]=[CH:23][CH:24]=3)[C:19]=2[CH:18]=[CH:17][CH:16]=1.C(=O)([O-])[O-].[K+].[K+], predict the reaction product. (5) Given the reactants [CH2:1]([O:3][C:4](=[O:27])[C:5]([O:8][C:9]1[CH:14]=[CH:13][C:12]([O:15][CH2:16][C:17]2[CH:22]=[CH:21][CH:20]=[CH:19][CH:18]=2)=[CH:11][C:10]=1[CH2:23][C:24](O)=[O:25])([CH3:7])[CH3:6])[CH3:2].[Cl-].[NH4+].C(Cl)CCl.O.O[N:36]1C2C=CC=CC=2N=N1.C(N(C(C)C)C(C)C)C, predict the reaction product. The product is: [CH2:1]([O:3][C:4](=[O:27])[C:5]([O:8][C:9]1[CH:14]=[CH:13][C:12]([O:15][CH2:16][C:17]2[CH:22]=[CH:21][CH:20]=[CH:19][CH:18]=2)=[CH:11][C:10]=1[CH2:23][C:24](=[O:25])[NH2:36])([CH3:7])[CH3:6])[CH3:2].